Dataset: Forward reaction prediction with 1.9M reactions from USPTO patents (1976-2016). Task: Predict the product of the given reaction. (1) Given the reactants [CH2:1]([CH:3]1[CH2:8][C:7](=[O:9])[NH:6][N:5]=[C:4]1[C:10]1[CH:28]=[CH:27][C:13]2[N:14]=[C:15]([C:17]3[CH:26]=[CH:25][C:20]([O:21][CH2:22][CH:23]=O)=[CH:19][CH:18]=3)[O:16][C:12]=2[CH:11]=1)[CH3:2].C(O)(=O)C.[CH3:33][CH:34]1[CH2:39][CH2:38][NH:37][CH2:36][CH2:35]1.C(O[BH-](OC(=O)C)OC(=O)C)(=O)C.[Na+], predict the reaction product. The product is: [CH2:1]([CH:3]1[C:4]([C:10]2[CH:28]=[CH:27][C:13]3[N:14]=[C:15]([C:17]4[CH:18]=[CH:19][C:20]([O:21][CH2:22][CH2:23][N:37]5[CH2:38][CH2:39][CH:34]([CH3:33])[CH2:35][CH2:36]5)=[CH:25][CH:26]=4)[O:16][C:12]=3[CH:11]=2)=[N:5][NH:6][C:7](=[O:9])[CH2:8]1)[CH3:2]. (2) Given the reactants Cl.[CH2:2]([N:5]1[C:13]2[N:12]=[C:11]([CH2:14][C:15]3[C:24]4[C:19](=[CH:20][C:21]([O:27][CH3:28])=[C:22]([O:25][CH3:26])[CH:23]=4)[CH:18]=[N:17][CH:16]=3)[NH:10][C:9]=2[C:8](=[O:29])[N:7]([CH3:30])[C:6]1=[O:31])[CH:3]=[CH2:4].C(N(C(C)C)CC)(C)C.[OH-:41].[Na+].OO, predict the reaction product. The product is: [CH3:26][O:25][C:22]1[CH:23]=[C:24]2[C:19](=[CH:20][C:21]=1[O:27][CH3:28])[CH:18]=[N:17][CH:16]=[C:15]2[CH2:14][C:11]1[NH:10][C:9]2[C:8](=[O:29])[N:7]([CH3:30])[C:6](=[O:31])[N:5]([CH2:2][CH2:3][CH2:4][OH:41])[C:13]=2[N:12]=1. (3) The product is: [Cl:20][C:21]1[CH:22]=[C:23]([C:27]2[C:30]([CH3:31])=[N:19][C:15]3[N:16]([N:17]=[CH:18][C:14]=3[C:11]3[CH:10]=[CH:9][C:8]([N:5]4[CH2:6][CH2:7][N:2]([CH3:1])[CH2:3][CH2:4]4)=[CH:13][CH:12]=3)[C:28]=2[NH2:29])[CH:24]=[CH:25][CH:26]=1. Given the reactants [CH3:1][N:2]1[CH2:7][CH2:6][N:5]([C:8]2[CH:13]=[CH:12][C:11]([C:14]3[CH:18]=[N:17][NH:16][C:15]=3[NH2:19])=[CH:10][CH:9]=2)[CH2:4][CH2:3]1.[Cl:20][C:21]1[CH:22]=[C:23]([CH:27]([C:30](=O)[CH3:31])[C:28]#[N:29])[CH:24]=[CH:25][CH:26]=1, predict the reaction product. (4) Given the reactants [C:1]1([C:11](Cl)=[O:12])[C:10]2[C:5](=[CH:6][CH:7]=[CH:8][CH:9]=2)[CH:4]=[CH:3][CH:2]=1.[Cl-].[NH4+:15], predict the reaction product. The product is: [C:1]1([C:11]([C:6]2[C:5]3[C:4](=[CH:3][CH:2]=[CH:1][CH:10]=3)[NH:15][CH:7]=2)=[O:12])[C:10]2[C:5](=[CH:6][CH:7]=[CH:8][CH:9]=2)[CH:4]=[CH:3][CH:2]=1. (5) Given the reactants [NH2:1][CH2:2][C:3]1[CH:4]=[CH:5][C:6]2[O:10][C:9]([CH:11]([C:13]3[C:14]([CH3:19])=[N:15][O:16][C:17]=3[CH3:18])[OH:12])=[CH:8][C:7]=2[CH:20]=1.[CH3:21][C:22]1[CH:27]=[C:26]([CH3:28])[CH:25]=[CH:24][C:23]=1[CH:29]([C:33]1[CH:38]=[CH:37][CH:36]=[CH:35][CH:34]=1)[C:30](O)=[O:31], predict the reaction product. The product is: [CH3:19][C:14]1[C:13]([CH:11]([OH:12])[C:9]2[O:10][C:6]3[CH:5]=[CH:4][C:3]([CH2:2][NH:1][C:30](=[O:31])[CH:29]([C:23]4[CH:24]=[CH:25][C:26]([CH3:28])=[CH:27][C:22]=4[CH3:21])[C:33]4[CH:34]=[CH:35][CH:36]=[CH:37][CH:38]=4)=[CH:20][C:7]=3[CH:8]=2)=[C:17]([CH3:18])[O:16][N:15]=1. (6) Given the reactants C(OC([NH:8][CH:9]([C:28]1[CH:33]=[CH:32][CH:31]=[CH:30][CH:29]=1)[C:10]1[CH:11]=[C:12]([CH:25]=[CH:26][CH:27]=1)[O:13][CH2:14][C:15]1[CH:24]=[CH:23][C:18]([C:19]([O:21][CH3:22])=[O:20])=[CH:17][CH:16]=1)=O)(C)(C)C.[ClH:34].O1CCOCC1, predict the reaction product. The product is: [ClH:34].[NH2:8][C@@H:9]([C:28]1[CH:29]=[CH:30][CH:31]=[CH:32][CH:33]=1)[C:10]1[CH:11]=[C:12]([CH:25]=[CH:26][CH:27]=1)[O:13][CH2:14][C:15]1[CH:24]=[CH:23][C:18]([C:19]([O:21][CH3:22])=[O:20])=[CH:17][CH:16]=1. (7) Given the reactants [Cl:1][C:2]1[CH:3]=[C:4]2[C:9](=[CH:10][CH:11]=1)[O:8][CH2:7][CH2:6][CH:5]2[NH:12][C:13]1[CH:18]=[C:17](F)[CH:16]=[CH:15][C:14]=1[S:20]([CH3:23])(=[O:22])=[O:21].[NH:24]1[CH2:29][CH2:28][NH:27][CH2:26][CH2:25]1.C(N(CC)C(C)C)(C)C, predict the reaction product. The product is: [ClH:1].[Cl:1][C:2]1[CH:3]=[C:4]2[C:9](=[CH:10][CH:11]=1)[O:8][CH2:7][CH2:6][CH:5]2[NH:12][C:13]1[CH:18]=[C:17]([N:24]2[CH2:29][CH2:28][NH:27][CH2:26][CH2:25]2)[CH:16]=[CH:15][C:14]=1[S:20]([CH3:23])(=[O:22])=[O:21]. (8) Given the reactants [C:1]([O:5][C:6](=[O:9])[CH2:7]Br)([CH3:4])([CH3:3])[CH3:2].[F:10][C:11]1[CH:16]=[CH:15][C:14]([OH:17])=[CH:13][CH:12]=1.[OH-].[Na+], predict the reaction product. The product is: [F:10][C:11]1[CH:16]=[CH:15][C:14]([O:17][CH2:7][C:6]([O:5][C:1]([CH3:4])([CH3:3])[CH3:2])=[O:9])=[CH:13][CH:12]=1. (9) Given the reactants [CH2:1]([O:3][CH:4]([O:10][CH2:11][CH3:12])[C:5]([O:7]CC)=O)[CH3:2].[CH2:13]([C:15]1[CH:23]=[CH:22][C:18]([CH2:19][Mg]Cl)=[CH:17][CH:16]=1)[CH3:14].[Cl-].[NH4+], predict the reaction product. The product is: [CH2:11]([O:10][CH:4]([O:3][CH2:1][CH3:2])[C:5](=[O:7])[CH2:19][C:18]1[CH:22]=[CH:23][C:15]([CH2:13][CH3:14])=[CH:16][CH:17]=1)[CH3:12]. (10) The product is: [NH:27]1[C:31]2[CH:32]=[CH:33][CH:34]=[CH:35][C:30]=2[N:29]=[C:28]1[NH:36][CH2:37][CH:38]1[CH2:43][CH2:42][N:41]([CH2:11][C:3]2[N:2]([CH3:1])[C:10]3[C:5]([CH:4]=2)=[CH:6][CH:7]=[CH:8][CH:9]=3)[CH2:40][CH2:39]1. Given the reactants [CH3:1][N:2]1[C:10]2[C:5](=[CH:6][CH:7]=[CH:8][CH:9]=2)[CH:4]=[C:3]1[CH:11]=O.C(O[BH-](OC(=O)C)OC(=O)C)(=O)C.[Na+].[NH:27]1[C:31]2[CH:32]=[CH:33][CH:34]=[CH:35][C:30]=2[N:29]=[C:28]1[NH:36][CH2:37][CH:38]1[CH2:43][CH2:42][NH:41][CH2:40][CH2:39]1.CO, predict the reaction product.